Dataset: Forward reaction prediction with 1.9M reactions from USPTO patents (1976-2016). Task: Predict the product of the given reaction. Given the reactants [Br:1][C:2]1[CH:10]=[CH:9][C:5]([C:6]([OH:8])=[O:7])=[CH:4][CH:3]=1.[N+:11]([O-])([OH:13])=[O:12], predict the reaction product. The product is: [Br:1][C:2]1[CH:10]=[CH:9][C:5]([C:6]([OH:8])=[O:7])=[CH:4][C:3]=1[N+:11]([O-:13])=[O:12].